From a dataset of Peptide-MHC class II binding affinity with 134,281 pairs from IEDB. Regression. Given a peptide amino acid sequence and an MHC pseudo amino acid sequence, predict their binding affinity value. This is MHC class II binding data. (1) The peptide sequence is CTSVVLLSVLQQLRV. The MHC is DRB1_1501 with pseudo-sequence DRB1_1501. The binding affinity (normalized) is 0.791. (2) The MHC is HLA-DQA10201-DQB10301 with pseudo-sequence HLA-DQA10201-DQB10301. The peptide sequence is SMPFLRKTRWTFLLS. The binding affinity (normalized) is 0.402. (3) The peptide sequence is RMQFSSLTVNVRGSG. The MHC is DRB1_0405 with pseudo-sequence DRB1_0405. The binding affinity (normalized) is 0.363. (4) The peptide sequence is TFTVEKGSNEKHLAV. The MHC is HLA-DQA10102-DQB10502 with pseudo-sequence HLA-DQA10102-DQB10502. The binding affinity (normalized) is 0. (5) The peptide sequence is LIGPTPVNIIGRNLLTQLGC. The MHC is HLA-DPA10301-DPB10402 with pseudo-sequence HLA-DPA10301-DPB10402. The binding affinity (normalized) is 0.278. (6) The peptide sequence is SGGNHMLLDGVSVVA. The MHC is DRB1_0901 with pseudo-sequence DRB1_0901. The binding affinity (normalized) is 0.531. (7) The peptide sequence is LSEFGKAKGSRAIWY. The MHC is DRB1_0701 with pseudo-sequence DRB1_0701. The binding affinity (normalized) is 0.744.